The task is: Predict which catalyst facilitates the given reaction.. This data is from Catalyst prediction with 721,799 reactions and 888 catalyst types from USPTO. (1) The catalyst class is: 8. Reactant: [C:1]([O:5][C:6]([N:8]1[CH2:13][CH2:12][CH:11]([C:14](=[S:16])[NH2:15])[CH2:10][CH2:9]1)=[O:7])([CH3:4])([CH3:3])[CH3:2].Cl[CH2:18][C:19]([C:21]1[CH2:25][CH:24]([C:26]2[CH:31]=[CH:30][CH:29]=[CH:28][C:27]=2[F:32])[O:23][N:22]=1)=O.N1C=CC=CC=1. Product: [F:32][C:27]1[CH:28]=[CH:29][CH:30]=[CH:31][C:26]=1[CH:24]1[O:23][N:22]=[C:21]([C:19]2[N:15]=[C:14]([CH:11]3[CH2:12][CH2:13][N:8]([C:6]([O:5][C:1]([CH3:4])([CH3:2])[CH3:3])=[O:7])[CH2:9][CH2:10]3)[S:16][CH:18]=2)[CH2:25]1. (2) Reactant: C[O:2][C:3](=O)[C@H:4]([OH:21])[C@@H:5]([NH:13][C:14]([O:16][C:17]([CH3:20])([CH3:19])[CH3:18])=[O:15])[CH2:6][C:7]1[CH:12]=[CH:11][CH:10]=[CH:9][CH:8]=1.[BH4-].[Na+].Cl. Product: [C:17]([O:16][C:14]([NH:13][C@@H:5]([CH2:6][C:7]1[CH:8]=[CH:9][CH:10]=[CH:11][CH:12]=1)[C@@H:4]([OH:21])[CH2:3][OH:2])=[O:15])([CH3:20])([CH3:18])[CH3:19]. The catalyst class is: 40. (3) Reactant: [F:1][C:2]1[C:13]([C:14]([F:17])([F:16])[F:15])=[CH:12][CH:11]=[CH:10][C:3]=1[C:4](N(OC)C)=[O:5].[CH2:18]([Mg]Cl)[CH2:19][C:20]1[CH:25]=[CH:24][CH:23]=[CH:22][CH:21]=1.Cl. Product: [F:1][C:2]1[C:13]([C:14]([F:17])([F:16])[F:15])=[CH:12][CH:11]=[CH:10][C:3]=1[C:4](=[O:5])[CH2:18][CH2:19][C:20]1[CH:25]=[CH:24][CH:23]=[CH:22][CH:21]=1. The catalyst class is: 1.